Regression. Given a peptide amino acid sequence and an MHC pseudo amino acid sequence, predict their binding affinity value. This is MHC class II binding data. From a dataset of Peptide-MHC class II binding affinity with 134,281 pairs from IEDB. (1) The peptide sequence is RLKGVTCRPLKHKVE. The MHC is H-2-IAb with pseudo-sequence H-2-IAb. The binding affinity (normalized) is 0.176. (2) The peptide sequence is ERIKSEYMTSWFYDN. The MHC is HLA-DQA10201-DQB10301 with pseudo-sequence HLA-DQA10201-DQB10301. The binding affinity (normalized) is 0.473. (3) The MHC is DRB1_0401 with pseudo-sequence DRB1_0401. The binding affinity (normalized) is 0.629. The peptide sequence is YDPFLANVSTVLTGK. (4) The peptide sequence is FGQNTSAIAAAEAQY. The MHC is DRB1_0401 with pseudo-sequence DRB1_0401. The binding affinity (normalized) is 0.226. (5) The peptide sequence is ISGYNFSLGAAVKAG. The MHC is H-2-IAb with pseudo-sequence H-2-IAb. The binding affinity (normalized) is 0.691. (6) The peptide sequence is VHDVTVMYSGAVNPC. The MHC is DRB1_0101 with pseudo-sequence DRB1_0101. The binding affinity (normalized) is 0.839. (7) The MHC is DRB1_1501 with pseudo-sequence DRB1_1501. The binding affinity (normalized) is 0.251. The peptide sequence is QDWLGVSRQLRTKAW.